From a dataset of Full USPTO retrosynthesis dataset with 1.9M reactions from patents (1976-2016). Predict the reactants needed to synthesize the given product. Given the product [CH3:24][O:23][N:22]=[C:9]([C:3]1[CH:4]=[CH:5][C:6]([Cl:8])=[CH:7][C:2]=1[Cl:1])[CH2:10][NH2:11], predict the reactants needed to synthesize it. The reactants are: [Cl:1][C:2]1[CH:7]=[C:6]([Cl:8])[CH:5]=[CH:4][C:3]=1[C:9](=[N:22][O:23][CH3:24])[CH2:10][N:11]1C(=O)C2=CC=CC=C2C1=O.O.NN.O.